From a dataset of Experimentally validated miRNA-target interactions with 360,000+ pairs, plus equal number of negative samples. Binary Classification. Given a miRNA mature sequence and a target amino acid sequence, predict their likelihood of interaction. (1) The miRNA is rno-miR-7a-5p with sequence UGGAAGACUAGUGAUUUUGUUGU. The protein sequence of the target gene is MSDQDHSMDEVTAVKIEKGVGGNNGGSGNGGGAAFSQTRSSSTGSSSSSGGGGGQESQPSPLALLAATCSRIESPNENSNNSQGPSQSGGTGELDLTATQLSQGANGWQIISSSSGATPTSKEQSGNSTNGSNGSESSKNRTVSGGQYVVAATPNLQNQQVLTGLPGVMPNIQYQVIPQFQTVDGQQLQFAATGAQVQQDGSGQIQIIPGANQQIITNRGSGGNIIAAMPNLLQQAVPLQGLANNVLSGQTQYVTNVPVALNGNITLLPVNSVSAATLTPSSQAGTISSSGSQESGSQPV.... Result: 1 (interaction). (2) The miRNA is hsa-miR-4646-3p with sequence AUUGUCCCUCUCCCUUCCCAG. The protein sequence of the target gene is MMARRPPWRGLGGRSTPILLLLLLSLFPLSQEELGGGGHQGWDPGLAATTGPRAHIGGGALALCPESSGVREDGGPGLGVREPIFVGLRGRRQSARNSRGPPEQPNEELGIEHGVQPLGSRERETGQGPGSVLYWRPEVSSCGRTGPLQRGSLSPGALSSGVPGSGNSSPLPSDFLIRHHGPKPVSSQRNAGTGSRKRVGTARCCGELWATGSKGQGERATTSGAERTAPRRNCLPGASGSGPELDSAPRTARTAPASGSAPRESRTAPEPAPKRMRSRGLFRCRFLPQRPGPRPPGLPA.... Result: 1 (interaction). (3) The miRNA is hsa-miR-4745-5p with sequence UGAGUGGGGCUCCCGGGACGGCG. The protein sequence of the target gene is MKKTPVFLESLVTNMLRLRAICPFSWRVFQFRPISCEPLIIQMNKCTDEEQMFGFIERNKAILSEKQVGCAFDMLWKLQKQKTSLLKNAEYVRDHPQFLTLHNLATNKFKLMNDDTLVNVLYVTQQFAGEAHDPLVEALVTEAWRRLERFDIKLLSEFSSCLADQHLYFSPLMGKIADIVHRNLETTQDLSSLSVLMVNISSLISRHFQQQLVNKTELLFDTIDSSEVNVAKSIAKFLRNVRYRYQPLLERCNNVFLSNVDHLDLDSISKILSVYKFLQFNSFEFIIMAKKKLTEMIPLC.... Result: 0 (no interaction).